This data is from NCI-60 drug combinations with 297,098 pairs across 59 cell lines. The task is: Regression. Given two drug SMILES strings and cell line genomic features, predict the synergy score measuring deviation from expected non-interaction effect. Drug 1: CC12CCC3C(C1CCC2=O)CC(=C)C4=CC(=O)C=CC34C. Drug 2: C1=CN(C(=O)N=C1N)C2C(C(C(O2)CO)O)O.Cl. Cell line: LOX IMVI. Synergy scores: CSS=35.4, Synergy_ZIP=-6.67, Synergy_Bliss=-0.611, Synergy_Loewe=-8.53, Synergy_HSA=1.44.